From a dataset of Forward reaction prediction with 1.9M reactions from USPTO patents (1976-2016). Predict the product of the given reaction. (1) Given the reactants [H-].[Na+].[CH3:3][O:4][CH2:5][O:6][C:7]1[C:15]2[CH:14]=[C:13]([C:16]3[O:20][C:19](=[S:21])[NH:18][N:17]=3)[O:12][C:11]=2[CH:10]=[CH:9][CH:8]=1.[CH3:22]I, predict the reaction product. The product is: [CH3:3][O:4][CH2:5][O:6][C:7]1[C:15]2[CH:14]=[C:13]([C:16]3[O:20][C:19]([S:21][CH3:22])=[N:18][N:17]=3)[O:12][C:11]=2[CH:10]=[CH:9][CH:8]=1. (2) Given the reactants Cl[C:2]1[C:3]2[N:10]=[C:9]([CH2:11][C:12]3[C:17]([Cl:18])=[CH:16][CH:15]=[CH:14][C:13]=3[Cl:19])[S:8][C:4]=2[N:5]=[CH:6][N:7]=1.[F:20][C:21]([F:30])([F:29])[C:22]1[CH:27]=[CH:26][C:25]([NH2:28])=[CH:24][CH:23]=1.Cl, predict the reaction product. The product is: [Cl:19][C:13]1[CH:14]=[CH:15][CH:16]=[C:17]([Cl:18])[C:12]=1[CH2:11][C:9]1[S:8][C:4]2[N:5]=[CH:6][N:7]=[C:2]([NH:28][C:25]3[CH:26]=[CH:27][C:22]([C:21]([F:20])([F:29])[F:30])=[CH:23][CH:24]=3)[C:3]=2[N:10]=1. (3) Given the reactants C([O:3][C:4](=[O:21])[CH:5]([C:8]1([C:14]2[CH:19]=[CH:18][C:17]([Cl:20])=[CH:16][CH:15]=2)[CH2:13][CH2:12][O:11][CH2:10][CH2:9]1)C#N)C.[OH-].[K+], predict the reaction product. The product is: [Cl:20][C:17]1[CH:18]=[CH:19][C:14]([C:8]2([CH2:5][C:4]([OH:21])=[O:3])[CH2:9][CH2:10][O:11][CH2:12][CH2:13]2)=[CH:15][CH:16]=1.